From a dataset of Reaction yield outcomes from USPTO patents with 853,638 reactions. Predict the reaction yield, written as a fraction of the theoretical maximum amount of product (1.0 means a 100% yield; for example, 0.34 means a 34% yield). (1) The reactants are [CH2:1]([O:8][C:9]1[CH:14]=[C:13](Br)[CH:12]=[CH:11][C:10]=1[C@H:16]1[N:19]([C:20]2[CH:25]=[CH:24][CH:23]=[CH:22][CH:21]=2)[C:18](=[O:26])[C@@H:17]1[CH2:27][CH2:28][C@@H:29]([C:31]1[CH:36]=[CH:35][C:34]([F:37])=[CH:33][CH:32]=1)[OH:30])[C:2]1[CH:7]=[CH:6][CH:5]=[CH:4][CH:3]=1.CC1(C)C(C)(C)OB([C:46]2[CH:51]=[CH:50][C:49]([P:52](=[O:55])([OH:54])[OH:53])=[CH:48][CH:47]=2)O1.P([O-])([O-])([O-])=O.[K+].[K+].[K+].[CH:65]1([NH:71][CH:72]2[CH2:77][CH2:76][CH2:75][CH2:74][CH2:73]2)[CH2:70][CH2:69][CH2:68][CH2:67][CH2:66]1. The catalyst is O.C(O)C.C(OCC)(=O)C. The product is [CH:20]1([NH2+:19][CH:18]2[CH2:17][CH2:27][CH2:28][CH2:29][CH2:31]2)[CH2:21][CH2:22][CH2:23][CH2:24][CH2:25]1.[CH2:1]([O:8][C:9]1[CH:14]=[C:13]([C:46]2[CH:51]=[CH:50][C:49]([P:52](=[O:53])([O-:55])[O-:54])=[CH:48][CH:47]=2)[CH:12]=[CH:11][C:10]=1[C@@H:16]1[C@@H:17]([CH2:27][CH2:28][C@@H:29]([C:31]2[CH:36]=[CH:35][C:34]([F:37])=[CH:33][CH:32]=2)[OH:30])[C:18](=[O:26])[N:19]1[C:20]1[CH:25]=[CH:24][CH:23]=[CH:22][CH:21]=1)[C:2]1[CH:7]=[CH:6][CH:5]=[CH:4][CH:3]=1.[CH:72]1([NH2+:71][CH:65]2[CH2:66][CH2:67][CH2:68][CH2:69][CH2:70]2)[CH2:73][CH2:74][CH2:75][CH2:76][CH2:77]1. The yield is 0.910. (2) The reactants are [C:1]([C:4]1[CH:5]=[C:6]([NH:10][C:11]([N:13]2[CH2:18][CH2:17][N:16]([C:19](=[O:27])[C:20]3[CH:25]=[CH:24][CH:23]=[C:22]([F:26])[CH:21]=3)[CH2:15][CH2:14]2)=O)[CH:7]=[CH:8][CH:9]=1)(=O)[NH2:2].[OH2:28].[NH2:29][NH2:30].[CH3:31]OC(OC)N(C)C. No catalyst specified. The product is [N:29]1[NH:30][C:1]([C:4]2[CH:5]=[C:6]([NH:10][C:11]([N:13]3[CH2:18][CH2:17][N:16]([C:19](=[O:27])[C:20]4[CH:25]=[CH:24][CH:23]=[C:22]([F:26])[CH:21]=4)[CH2:15][CH2:14]3)=[O:28])[CH:7]=[CH:8][CH:9]=2)=[N:2][CH:31]=1. The yield is 0.0200.